Task: Predict the reactants needed to synthesize the given product.. Dataset: Full USPTO retrosynthesis dataset with 1.9M reactions from patents (1976-2016) Given the product [C:36]12([C:47]([O:4][CH2:3][C:2]([F:9])([F:1])[S:5]([O-:8])(=[O:7])=[O:6])=[O:48])[CH2:45][CH:40]3[CH2:41][CH:42]([CH2:44][CH:38]([C:39]3=[O:46])[CH2:37]1)[CH2:43]2.[C:23]1([S+:16]([C:10]2[CH:11]=[CH:12][CH:13]=[CH:14][CH:15]=2)[C:17]2[CH:22]=[CH:21][CH:20]=[CH:19][CH:18]=2)[CH:24]=[CH:25][CH:26]=[CH:27][CH:28]=1, predict the reactants needed to synthesize it. The reactants are: [F:1][C:2]([F:9])([S:5]([O-:8])(=[O:7])=[O:6])[CH2:3][OH:4].[C:10]1([S+:16]([C:23]2[CH:28]=[CH:27][CH:26]=[CH:25][CH:24]=2)[C:17]2[CH:22]=[CH:21][CH:20]=[CH:19][CH:18]=2)[CH:15]=[CH:14][CH:13]=[CH:12][CH:11]=1.C(N(CC)CC)C.[C:36]12([C:47](Cl)=[O:48])[CH2:45][CH:40]3[CH2:41][CH:42]([CH2:44][CH:38]([C:39]3=[O:46])[CH2:37]1)[CH2:43]2.Cl.